This data is from Reaction yield outcomes from USPTO patents with 853,638 reactions. The task is: Predict the reaction yield, written as a fraction of the theoretical maximum amount of product (1.0 means a 100% yield; for example, 0.34 means a 34% yield). The reactants are C[Si](C=[N+]=[N-])(C)C.C(O[C:13]([NH:15][CH:16]([CH:21]1[CH2:25][CH2:24][CH2:23][CH2:22]1)[CH2:17][C:18]([OH:20])=[O:19])=O)(C)(C)C.[F:26][C:27]1[CH:34]=[CH:33][C:30](C=O)=[CH:29][CH:28]=1.[C:35]([O-])(=O)C.[Na+].C([BH3-])#N.[Na+]. The catalyst is C(OCC)C.C1(C)C=CC=CC=1.CO.C1C=CC=CC=1. The product is [CH3:35][O:20][C:18](=[O:19])[CH2:17][CH:16]([CH:21]1[CH2:22][CH2:23][CH2:24][CH2:25]1)[NH:15][CH2:13][C:30]1[CH:33]=[CH:34][C:27]([F:26])=[CH:28][CH:29]=1. The yield is 0.280.